Dataset: NCI-60 drug combinations with 297,098 pairs across 59 cell lines. Task: Regression. Given two drug SMILES strings and cell line genomic features, predict the synergy score measuring deviation from expected non-interaction effect. Drug 1: CC1C(C(CC(O1)OC2CC(OC(C2O)C)OC3=CC4=CC5=C(C(=O)C(C(C5)C(C(=O)C(C(C)O)O)OC)OC6CC(C(C(O6)C)O)OC7CC(C(C(O7)C)O)OC8CC(C(C(O8)C)O)(C)O)C(=C4C(=C3C)O)O)O)O. Drug 2: C1CN(P(=O)(OC1)NCCCl)CCCl. Cell line: UACC-257. Synergy scores: CSS=17.4, Synergy_ZIP=-0.107, Synergy_Bliss=-1.11, Synergy_Loewe=-64.3, Synergy_HSA=-0.940.